This data is from Forward reaction prediction with 1.9M reactions from USPTO patents (1976-2016). The task is: Predict the product of the given reaction. (1) The product is: [C:29]([O:33][C:34]([N:36]1[CH2:41][CH2:40][CH:39]([C:42]2[CH:43]=[C:44]([CH:45]=[CH:46][CH:47]=2)[NH:48][C:20](=[O:21])[CH2:19][CH2:18][CH2:17][NH:16][C:14]([N:13]2[CH:8]([C:5]3[CH:6]=[CH:7][C:2]([F:1])=[CH:3][CH:4]=3)[C:9]([C:25]([O:27][CH3:28])=[O:26])=[C:10]([CH3:24])[NH:11][C:12]2=[O:23])=[O:15])[CH2:38][CH2:37]1)=[O:35])([CH3:32])([CH3:30])[CH3:31]. Given the reactants [F:1][C:2]1[CH:7]=[CH:6][C:5]([CH:8]2[N:13]([C:14]([NH:16][CH2:17][CH2:18][CH2:19][C:20](O)=[O:21])=[O:15])[C:12](=[O:23])[NH:11][C:10]([CH3:24])=[C:9]2[C:25]([O:27][CH3:28])=[O:26])=[CH:4][CH:3]=1.[C:29]([O:33][C:34]([N:36]1[CH2:41][CH2:40][CH:39]([C:42]2[CH:47]=[CH:46][CH:45]=[C:44]([NH2:48])[CH:43]=2)[CH2:38][CH2:37]1)=[O:35])([CH3:32])([CH3:31])[CH3:30].Cl.CN(C)CCCN=C=NCC.C(Cl)Cl, predict the reaction product. (2) The product is: [F:26][C:27]1[CH:28]=[C:29]([NH:30][C:2]2[C:11]3=[N:12][NH:13][CH:14]=[C:10]3[C:9]3[CH:8]=[C:7]([O:24][CH3:25])[CH:6]=[CH:5][C:4]=3[N:3]=2)[CH:31]=[CH:32][C:33]=1[F:34]. Given the reactants Cl[C:2]1[C:11]2=[N:12][N:13](CC3C=CC(OC)=CC=3)[CH:14]=[C:10]2[C:9]2[CH:8]=[C:7]([O:24][CH3:25])[CH:6]=[CH:5][C:4]=2[N:3]=1.[F:26][C:27]1[CH:28]=[C:29]([CH:31]=[CH:32][C:33]=1[F:34])[NH2:30].Cl, predict the reaction product.